From a dataset of Full USPTO retrosynthesis dataset with 1.9M reactions from patents (1976-2016). Predict the reactants needed to synthesize the given product. Given the product [CH3:16][N:15]([CH3:17])[CH:12]1[CH2:13][CH2:14][N:9]([C:4]2[C:5]([NH2:8])=[N:6][CH:7]=[C:2]([C:21]3[CH:22]=[CH:23][N:18]=[CH:19][CH:20]=3)[N:3]=2)[CH2:10][CH2:11]1, predict the reactants needed to synthesize it. The reactants are: Br[C:2]1[N:3]=[C:4]([N:9]2[CH2:14][CH2:13][CH:12]([N:15]([CH3:17])[CH3:16])[CH2:11][CH2:10]2)[C:5]([NH2:8])=[N:6][CH:7]=1.[N:18]1[CH:23]=[CH:22][C:21](B(O)O)=[CH:20][CH:19]=1.